From a dataset of Catalyst prediction with 721,799 reactions and 888 catalyst types from USPTO. Predict which catalyst facilitates the given reaction. (1) Reactant: [Br:1][C:2]1[C:7]([NH:8][S:9]([C:12]2[CH:17]=[CH:16][C:15]([Cl:18])=[C:14]([C:19]([F:22])([F:21])[CH3:20])[CH:13]=2)(=[O:11])=[O:10])=[CH:6][C:5]([Cl:23])=[CH:4][N:3]=1.C(=O)([O-])[O-].[K+].[K+].[CH3:30][O:31][CH2:32]Cl. Product: [Br:1][C:2]1[C:7]([N:8]([CH2:30][O:31][CH3:32])[S:9]([C:12]2[CH:17]=[CH:16][C:15]([Cl:18])=[C:14]([C:19]([F:22])([F:21])[CH3:20])[CH:13]=2)(=[O:10])=[O:11])=[CH:6][C:5]([Cl:23])=[CH:4][N:3]=1. The catalyst class is: 1. (2) Reactant: [OH:1][C:2]1[C:3]([C:8]([OH:10])=O)=[N:4][CH:5]=[CH:6][CH:7]=1.[NH2:11][C:12]1[CH:13]=[C:14]([C:18]2[N:23]=[C:22]([NH2:24])[N:21]=[C:20]([NH:25][CH3:26])[CH:19]=2)[CH:15]=[CH:16][CH:17]=1.OC1C2N=NNC=2C=CC=1.C1(N=C=NC2CCCCC2)CCCCC1. Product: [NH2:24][C:22]1[N:23]=[C:18]([C:14]2[CH:13]=[C:12]([NH:11][C:8]([C:3]3[C:2]([OH:1])=[CH:7][CH:6]=[CH:5][N:4]=3)=[O:10])[CH:17]=[CH:16][CH:15]=2)[CH:19]=[C:20]([NH:25][CH3:26])[N:21]=1. The catalyst class is: 3. (3) Product: [Cl:29][C:30]1[CH:31]=[C:32]([NH:33][C:2]2[C:7]([C:8]#[N:9])=[CH:6][N:5]=[CH:4][C:3]=2[C:10]2[CH:15]=[CH:14][CH:13]=[CH:12][C:11]=2[N+:16]([O-:18])=[O:17])[CH:34]=[CH:35][C:36]=1[F:37]. The catalyst class is: 270. Reactant: Cl[C:2]1[C:7]([C:8]#[N:9])=[CH:6][N:5]=[CH:4][C:3]=1[C:10]1[CH:15]=[CH:14][CH:13]=[CH:12][C:11]=1[N+:16]([O-:18])=[O:17].N1C(=O)CC[C@H]1C(O)=O.Cl.[Cl:29][C:30]1[CH:31]=[C:32]([CH:34]=[CH:35][C:36]=1[F:37])[NH2:33].Cl. (4) The catalyst class is: 20. Reactant: [C:1]([O:5][C@@H:6]([C:12]1[C:13]([CH3:56])=[N:14][C:15]2[N:16]([N:50]=[C:51]([C:53](O)=[O:54])[CH:52]=2)[C:17]=1[N:18]1[CH2:23][CH2:22][C:21]([O:25][CH2:26][CH2:27][CH2:28][CH2:29][C@H:30]([O:32][Si:33]([C:46]([CH3:49])([CH3:48])[CH3:47])([C:40]2[CH:45]=[CH:44][CH:43]=[CH:42][CH:41]=2)[C:34]2[CH:39]=[CH:38][CH:37]=[CH:36][CH:35]=2)[CH3:31])([CH3:24])[CH2:20][CH2:19]1)[C:7]([O:9][CH2:10][CH3:11])=[O:8])([CH3:4])([CH3:3])[CH3:2].CCN(CC)CC.C(Cl)(=O)OCC.[BH4-].[Na+]. Product: [C:1]([O:5][C@@H:6]([C:12]1[C:13]([CH3:56])=[N:14][C:15]2[N:16]([N:50]=[C:51]([CH2:53][OH:54])[CH:52]=2)[C:17]=1[N:18]1[CH2:23][CH2:22][C:21]([O:25][CH2:26][CH2:27][CH2:28][CH2:29][C@H:30]([O:32][Si:33]([C:46]([CH3:49])([CH3:48])[CH3:47])([C:40]2[CH:41]=[CH:42][CH:43]=[CH:44][CH:45]=2)[C:34]2[CH:35]=[CH:36][CH:37]=[CH:38][CH:39]=2)[CH3:31])([CH3:24])[CH2:20][CH2:19]1)[C:7]([O:9][CH2:10][CH3:11])=[O:8])([CH3:2])([CH3:3])[CH3:4]. (5) Reactant: [CH2:1]([O:8]C1C(OC)=CC(C(Cl)=O)=CC=1OC)[C:2]1[CH:7]=[CH:6][CH:5]=[CH:4][CH:3]=1.[NH2:22]CCN1CCOCC1.C(=O)([O-])[O-].[Na+].[Na+].C1(S(O)(=O)=O)C=CC=CC=1. Product: [C:1]([NH2:22])(=[O:8])[C:2]1[CH:7]=[CH:6][CH:5]=[CH:4][CH:3]=1. The catalyst class is: 133. (6) Reactant: Cl[C:2]1[N:10]=[CH:9][N:8]=[C:7]2[C:3]=1[NH:4][CH:5]=[N:6]2.[OH:11][C:12]1[C:19]([CH3:20])=[CH:18][CH:17]=[CH:16][C:13]=1[CH2:14][NH2:15].C(N(CC)CC)C. Product: [OH:11][C:12]1[C:19]([CH3:20])=[CH:18][CH:17]=[CH:16][C:13]=1[CH2:14][NH:15][C:2]1[N:10]=[CH:9][N:8]=[C:7]2[C:3]=1[NH:4][CH:5]=[N:6]2. The catalyst class is: 51.